Dataset: Reaction yield outcomes from USPTO patents with 853,638 reactions. Task: Predict the reaction yield, written as a fraction of the theoretical maximum amount of product (1.0 means a 100% yield; for example, 0.34 means a 34% yield). (1) The reactants are [Br:1][C:2]1[C:3]([OH:17])=[CH:4][C:5]2[C:6]([CH3:16])([CH3:15])[CH2:7][CH:8]=[C:9]([CH:12]([CH3:14])[CH3:13])[C:10]=2[CH:11]=1.I[CH:19]([CH3:21])[CH3:20]. No catalyst specified. The product is [Br:1][C:2]1[CH:11]=[C:10]2[C:5](=[CH:4][C:3]=1[O:17][CH2:20][CH2:19][CH3:21])[C:6]([CH3:15])([CH3:16])[CH2:7][CH:8]=[C:9]2[CH:12]([CH3:13])[CH3:14]. The yield is 0.430. (2) The reactants are [N+:1]([C:4]1[CH:12]=[C:11]([N+]([O-])=O)[CH:10]=[CH:9][C:5]=1[C:6]([OH:8])=[O:7])([O-:3])=[O:2].C(Cl)(=O)C(Cl)=O.[C:22]1([OH:28])[CH:27]=[CH:26][CH:25]=[CH:24][CH:23]=1.[H-].[Na+].[H-]. The catalyst is ClCCl.CN(C=O)C. The product is [N+:1]([C:4]1[CH:12]=[C:11]([O:28][C:22]2[CH:27]=[CH:26][CH:25]=[CH:24][CH:23]=2)[CH:10]=[CH:9][C:5]=1[C:6]([OH:8])=[O:7])([O-:3])=[O:2]. The yield is 0.690. (3) The yield is 0.870. The catalyst is C1COCC1.C(OCC)(=O)C. The product is [CH3:25][CH:26]([CH:31]([CH3:33])[CH3:32])[CH2:27][C:28]([NH:48][C@H:42]1[C:41]2[C:45](=[CH:46][CH:47]=[C:39]([C:37]([O:36][CH3:35])=[O:38])[CH:40]=2)[CH2:44][CH2:43]1)=[O:29]. The reactants are CN(C(ON1N=NC2C=CC=NC1=2)=[N+](C)C)C.F[P-](F)(F)(F)(F)F.[CH3:25][CH:26]([CH:31]([CH3:33])[CH3:32])[CH2:27][C:28](O)=[O:29].Cl.[CH3:35][O:36][C:37]([C:39]1[CH:40]=[C:41]2[C:45](=[CH:46][CH:47]=1)[CH2:44][CH2:43][C@H:42]2[NH2:48])=[O:38]. (4) The reactants are C([Li])CCC.Br[C:7]1[CH:12]=[CH:11][C:10]([C:13]2[NH:14][C:15](=[O:29])[C:16]3[C:21]([CH:22]4[CH2:27][CH2:26][CH2:25][CH2:24][CH2:23]4)=[N:20][N:19]([CH3:28])[C:17]=3[N:18]=2)=[C:9]([O:30][CH3:31])[CH:8]=1.[C:32](=[O:34])=[O:33].[OH-].[Na+]. The catalyst is O1CCCC1. The product is [CH:22]1([C:21]2[C:16]3[C:15](=[O:29])[NH:14][C:13]([C:10]4[CH:11]=[CH:12][C:7]([C:32]([OH:34])=[O:33])=[CH:8][C:9]=4[O:30][CH3:31])=[N:18][C:17]=3[N:19]([CH3:28])[N:20]=2)[CH2:27][CH2:26][CH2:25][CH2:24][CH2:23]1. The yield is 0.440.